Task: Predict which catalyst facilitates the given reaction.. Dataset: Catalyst prediction with 721,799 reactions and 888 catalyst types from USPTO Reactant: [CH3:1][N:2]1[C:6]([CH:7]2[CH2:12][CH:11]([C:13]([O:15]CC)=[O:14])[CH2:10][CH2:9][N:8]2[C:18]([O:20][CH2:21][C:22]2[CH:27]=[CH:26][CH:25]=[CH:24][CH:23]=2)=[O:19])=[N:5][N:4]=[N:3]1.[Li+].[OH-].Cl. Product: [CH2:21]([O:20][C:18]([N:8]1[CH2:9][CH2:10][CH:11]([C:13]([OH:15])=[O:14])[CH2:12][CH:7]1[C:6]1[N:2]([CH3:1])[N:3]=[N:4][N:5]=1)=[O:19])[C:22]1[CH:27]=[CH:26][CH:25]=[CH:24][CH:23]=1. The catalyst class is: 20.